The task is: Predict the reactants needed to synthesize the given product.. This data is from Retrosynthesis with 50K atom-mapped reactions and 10 reaction types from USPTO. (1) Given the product CCC(O)(CC(=O)c1cccc(Cl)c1)C(=O)O, predict the reactants needed to synthesize it. The reactants are: CC(=O)c1cccc(Cl)c1.CCC(=O)C(=O)O. (2) The reactants are: O=C(O)Cc1ccco1.OCCBr. Given the product O=C(Cc1ccco1)OCCBr, predict the reactants needed to synthesize it.